Dataset: Catalyst prediction with 721,799 reactions and 888 catalyst types from USPTO. Task: Predict which catalyst facilitates the given reaction. (1) Reactant: O.NN.[NH2:4][C:5]1[C:6]2[N:13](COCC3C=CC=CC=3)[CH:12]=[C:11]([CH2:23][N:24]([CH3:33])[C@H:25]([C@@H:28]([OH:32])[CH2:29][S:30][CH3:31])[CH2:26][OH:27])[C:7]=2[N:8]=[CH:9][N:10]=1.NN. Product: [NH2:4][C:5]1[C:6]2[NH:13][CH:12]=[C:11]([CH2:23][N:24]([CH3:33])[C@H:25]([C@@H:28]([OH:32])[CH2:29][S:30][CH3:31])[CH2:26][OH:27])[C:7]=2[N:8]=[CH:9][N:10]=1. The catalyst class is: 63. (2) Reactant: [NH2:1][C:2]1[C:10]2[C:9]([C:11]3[CH:16]=[CH:15][CH:14]=[C:13]([NH2:17])[CH:12]=3)=[N:8][CH:7]=[N:6][C:5]=2[S:4][C:3]=1[C:18]([NH2:20])=[O:19].[F:21][C:22]([F:33])([F:32])[C:23]1[CH:28]=[CH:27][CH:26]=[C:25]([N:29]=[C:30]=[O:31])[CH:24]=1. Product: [NH2:1][C:2]1[C:10]2[C:9]([C:11]3[CH:16]=[CH:15][CH:14]=[C:13]([NH:17][C:30]([NH:29][C:25]4[CH:26]=[CH:27][CH:28]=[C:23]([C:22]([F:21])([F:32])[F:33])[CH:24]=4)=[O:31])[CH:12]=3)=[N:8][CH:7]=[N:6][C:5]=2[S:4][C:3]=1[C:18]([NH2:20])=[O:19]. The catalyst class is: 774. (3) Reactant: Br[C:2]1[C:10]([F:11])=[CH:9][C:8]([C:12]#[N:13])=[C:7]2[C:3]=1[C:4]([CH3:15])=[C:5]([CH3:14])[NH:6]2.[NH:16]1[CH2:21][CH2:20][CH2:19][C@H:18]([NH:22][C:23](=[O:32])[O:24][CH2:25][C:26]2[CH:31]=[CH:30][CH:29]=[CH:28][CH:27]=2)[CH2:17]1.C1C=CC(P(C2C(C3C(P(C4C=CC=CC=4)C4C=CC=CC=4)=CC=C4C=3C=CC=C4)=C3C(C=CC=C3)=CC=2)C2C=CC=CC=2)=CC=1. Product: [C:12]([C:8]1[CH:9]=[C:10]([F:11])[C:2]([N:16]2[CH2:21][CH2:20][CH2:19][C@H:18]([NH:22][C:23](=[O:32])[O:24][CH2:25][C:26]3[CH:31]=[CH:30][CH:29]=[CH:28][CH:27]=3)[CH2:17]2)=[C:3]2[C:7]=1[NH:6][C:5]([CH3:14])=[C:4]2[CH3:15])#[N:13]. The catalyst class is: 62. (4) Reactant: Cl.[CH2:2]([N:4](CC)CC)[CH3:3].[Cl:9][C:10]1[CH:11]=[C:12]([N:17]2[C:21]3=[N:22][CH:23]=[C:24]([S:25](Cl)(=[O:27])=[O:26])[N:20]3[C@:19]([CH3:41])([CH2:29][C:30]3[CH:35]=[CH:34][C:33]([O:36][C:37]([F:40])([F:39])[F:38])=[CH:32][CH:31]=3)[C:18]2=[O:42])[CH:13]=[C:14]([Cl:16])[CH:15]=1.CCO[C:46]([CH3:48])=[O:47].C[N:50]([CH:52]=[O:53])C. Product: [Cl:9][C:10]1[CH:11]=[C:12]([N:17]2[C:21]3=[N:22][CH:23]=[C:24]([S:25]([NH:4][C@@H:2]([CH3:3])[C:52]([NH:50][CH2:48][CH2:46][OH:47])=[O:53])(=[O:27])=[O:26])[N:20]3[C@:19]([CH3:41])([CH2:29][C:30]3[CH:35]=[CH:34][C:33]([O:36][C:37]([F:40])([F:39])[F:38])=[CH:32][CH:31]=3)[C:18]2=[O:42])[CH:13]=[C:14]([Cl:16])[CH:15]=1. The catalyst class is: 258. (5) Reactant: [C:1]([NH:4][C:5]1[S:6][C:7]([C:11]2[S:15][C:14]([S:16](Cl)(=[O:18])=[O:17])=[CH:13][CH:12]=2)=[C:8]([CH3:10])[N:9]=1)(=[O:3])[CH3:2].[NH2:20][CH:21]1[CH2:26][CH2:25][N:24]([CH3:27])[CH2:23][CH2:22]1.CCN(C(C)C)C(C)C. Product: [CH3:10][C:8]1[N:9]=[C:5]([NH:4][C:1](=[O:3])[CH3:2])[S:6][C:7]=1[C:11]1[S:15][C:14]([S:16]([NH:20][CH:21]2[CH2:26][CH2:25][N:24]([CH3:27])[CH2:23][CH2:22]2)(=[O:18])=[O:17])=[CH:13][CH:12]=1. The catalyst class is: 59.